From a dataset of Peptide-MHC class II binding affinity with 134,281 pairs from IEDB. Regression. Given a peptide amino acid sequence and an MHC pseudo amino acid sequence, predict their binding affinity value. This is MHC class II binding data. (1) The peptide sequence is EAKITMLTNGQCQNI. The MHC is HLA-DQA10501-DQB10201 with pseudo-sequence HLA-DQA10501-DQB10201. The binding affinity (normalized) is 0.210. (2) The peptide sequence is DDVLAILPIEDLKAL. The MHC is DRB4_0101 with pseudo-sequence DRB4_0103. The binding affinity (normalized) is 0.662. (3) The peptide sequence is MSNPLTSPISCSYSL. The MHC is DRB1_0404 with pseudo-sequence DRB1_0404. The binding affinity (normalized) is 0.505. (4) The peptide sequence is AAGTAGTTVYGAFAA. The MHC is HLA-DPA10103-DPB10401 with pseudo-sequence HLA-DPA10103-DPB10401. The binding affinity (normalized) is 0.239.